Dataset: Forward reaction prediction with 1.9M reactions from USPTO patents (1976-2016). Task: Predict the product of the given reaction. (1) Given the reactants C1(C2C=CC3C(=C(N)C=CC=3)N=2)C=CC=CC=1.C(OC(N1CCC(C(O)=O)CC1)=O)(C)(C)C.[C:34]1([C:40]2[CH:49]=[CH:48][C:47]3[C:42](=[C:43]([NH:50][C:51]([CH:53]4[CH2:58][CH2:57][N:56](C(OC(C)(C)C)=O)[CH2:55][CH2:54]4)=[O:52])[CH:44]=[CH:45][CH:46]=3)[N:41]=2)[CH:39]=[CH:38][CH:37]=[CH:36][CH:35]=1.C(O)(C(F)(F)F)=O, predict the reaction product. The product is: [C:34]1([C:40]2[CH:49]=[CH:48][C:47]3[C:42](=[C:43]([NH:50][C:51]([CH:53]4[CH2:58][CH2:57][NH:56][CH2:55][CH2:54]4)=[O:52])[CH:44]=[CH:45][CH:46]=3)[N:41]=2)[CH:35]=[CH:36][CH:37]=[CH:38][CH:39]=1. (2) Given the reactants [CH2:1]([N:8]1[C:16]2[C:11](=[C:12]([N+:17]([O-])=O)[CH:13]=[CH:14][CH:15]=2)[C:10]([CH3:20])=[N:9]1)[C:2]1[CH:7]=[CH:6][CH:5]=[CH:4][CH:3]=1.[Cl-].[NH4+], predict the reaction product. The product is: [CH2:1]([N:8]1[C:16]2[CH:15]=[CH:14][CH:13]=[C:12]([NH2:17])[C:11]=2[C:10]([CH3:20])=[N:9]1)[C:2]1[CH:3]=[CH:4][CH:5]=[CH:6][CH:7]=1. (3) Given the reactants Cl[C:2]1[CH:7]=[C:6]([C:8]2[CH:13]=[CH:12][C:11]([Cl:14])=[C:10]([Cl:15])[CH:9]=2)[N:5]=[C:4]([CH:16]2[CH2:18][CH2:17]2)[N:3]=1.[NH2:19][CH2:20][C@@H:21]([C:23]1[CH:28]=[CH:27][CH:26]=[CH:25][CH:24]=1)[OH:22].C([O-])(O)=O.[Na+].O1CCOCC1, predict the reaction product. The product is: [CH:16]1([C:4]2[N:3]=[C:2]([NH:19][CH2:20][C@@H:21]([C:23]3[CH:28]=[CH:27][CH:26]=[CH:25][CH:24]=3)[OH:22])[CH:7]=[C:6]([C:8]3[CH:13]=[CH:12][C:11]([Cl:14])=[C:10]([Cl:15])[CH:9]=3)[N:5]=2)[CH2:18][CH2:17]1. (4) The product is: [F:1][C:2]1[CH:8]=[C:7]([CH3:9])[C:6]([S:10]([CH2:12][C:13]([F:14])([F:16])[F:15])=[O:11])=[CH:5][C:3]=1[N:4]1[C:32]([CH3:33])=[C:23]([C:21]#[N:22])[C:24](=[O:25])[NH:26][C:27]1=[O:28]. Given the reactants [F:1][C:2]1[CH:8]=[C:7]([CH3:9])[C:6]([S:10]([CH2:12][C:13]([F:16])([F:15])[F:14])=[O:11])=[CH:5][C:3]=1[NH2:4].C(O)(=O)C.[C:21](/[C:23](=[C:32](/OCC)\[CH3:33])/[C:24]([NH:26][C:27](=O)[O:28]CC)=[O:25])#[N:22], predict the reaction product.